This data is from TCR-epitope binding with 47,182 pairs between 192 epitopes and 23,139 TCRs. The task is: Binary Classification. Given a T-cell receptor sequence (or CDR3 region) and an epitope sequence, predict whether binding occurs between them. The epitope is IPIQASLPF. The TCR CDR3 sequence is CATSRRDQYNEQFF. Result: 0 (the TCR does not bind to the epitope).